From a dataset of Catalyst prediction with 721,799 reactions and 888 catalyst types from USPTO. Predict which catalyst facilitates the given reaction. (1) Reactant: [Cl:1][C:2]1[CH:7]=[CH:6][C:5]([O:8][C:9]2[CH:16]=[CH:15][C:14]([CH2:17][O:18][C:19]3[NH:20][C:21](=[O:25])[N:22]=[CH:23][CH:24]=3)=[CH:13][C:10]=2[C:11]#[N:12])=[CH:4][C:3]=1[C:26]([F:29])([F:28])[F:27].Cl.ClC[C:33]1[CH:38]=[CH:37][CH:36]=[CH:35][N:34]=1.[C:39]([O-])([O-])=O.[Cs+].[Cs+]. Product: [Cl:1][C:2]1[CH:7]=[CH:6][C:5]([O:8][C:9]2[CH:16]=[CH:15][C:14]([CH2:17][O:18][C:19]3[CH:24]=[CH:23][N:22]([CH2:39][C:36]4[CH:35]=[N:34][CH:33]=[CH:38][CH:37]=4)[C:21](=[O:25])[N:20]=3)=[CH:13][C:10]=2[C:11]#[N:12])=[CH:4][C:3]=1[C:26]([F:27])([F:29])[F:28]. The catalyst class is: 9. (2) Reactant: [C:1]([C:4]1[CH:16]=[C:15]([C:17]2[C:18]([CH3:23])=[N:19][O:20][C:21]=2[CH3:22])[CH:14]=[C:13]2[C:5]=1[C:6]1[CH:7]=[C:8]([C:24]([O:26][CH2:27][CH3:28])=[O:25])[CH:9]=[CH:10][C:11]=1[NH:12]2)(=[O:3])[NH2:2].C(=O)([O-])[O-].[K+].[K+].C1OCCOCCOCCOCCOCCOC1.Br[CH2:54][C:55]1[CH:60]=[CH:59][CH:58]=[CH:57][CH:56]=1. Product: [CH2:54]([N:12]1[C:11]2[CH:10]=[CH:9][C:8]([C:24]([O:26][CH2:27][CH3:28])=[O:25])=[CH:7][C:6]=2[C:5]2[C:13]1=[CH:14][C:15]([C:17]1[C:18]([CH3:23])=[N:19][O:20][C:21]=1[CH3:22])=[CH:16][C:4]=2[C:1](=[O:3])[NH2:2])[C:55]1[CH:60]=[CH:59][CH:58]=[CH:57][CH:56]=1. The catalyst class is: 21. (3) Reactant: C[O-].[Na+].[CH3:4][N:5]1[CH:9]=[C:8]([CH2:10][S:11]C(=O)C2C=CC=CC=2)[CH:7]=[N:6]1.[NH2:20][C:21]1[S:22][CH:23]=[C:24](/[C:26](=[N:60]/[O:61][C:62]([C:75]2[CH:80]=[CH:79][CH:78]=[CH:77][CH:76]=2)([C:69]2[CH:74]=[CH:73][CH:72]=[CH:71][CH:70]=2)[C:63]2[CH:68]=[CH:67][CH:66]=[CH:65][CH:64]=2)/[C:27]([NH:29][C@@H:30]2[C:58](=[O:59])[N:32]3[C:33]([C:42]([O:44][CH:45]([C:52]4[CH:57]=[CH:56][CH:55]=[CH:54][CH:53]=4)[C:46]4[CH:51]=[CH:50][CH:49]=[CH:48][CH:47]=4)=[O:43])=[C:34](OS(C)(=O)=O)[CH2:35][S:36][C@H:31]23)=[O:28])[N:25]=1. Product: [NH2:20][C:21]1[S:22][CH:23]=[C:24](/[C:26](=[N:60]/[O:61][C:62]([C:63]2[CH:64]=[CH:65][CH:66]=[CH:67][CH:68]=2)([C:75]2[CH:76]=[CH:77][CH:78]=[CH:79][CH:80]=2)[C:69]2[CH:74]=[CH:73][CH:72]=[CH:71][CH:70]=2)/[C:27]([NH:29][C@@H:30]2[C:58](=[O:59])[N:32]3[C:33]([C:42]([O:44][CH:45]([C:46]4[CH:47]=[CH:48][CH:49]=[CH:50][CH:51]=4)[C:52]4[CH:57]=[CH:56][CH:55]=[CH:54][CH:53]=4)=[O:43])=[C:34]([S:11][CH2:10][C:8]4[CH:7]=[N:6][N:5]([CH3:4])[CH:9]=4)[CH2:35][S:36][C@H:31]23)=[O:28])[N:25]=1. The catalyst class is: 118. (4) Reactant: [CH3:1][C:2]1[C:14]2[C:13](=[O:15])[C:12]3[C:7](=[CH:8][CH:9]=[C:10]([C:16]([O:18]C)=[O:17])[CH:11]=3)[NH:6][C:5]=2[N:4]([C:20]2[CH:25]=[CH:24][CH:23]=[CH:22][N:21]=2)[N:3]=1.[OH-].[Na+].Cl. Product: [CH3:1][C:2]1[C:14]2[C:13](=[O:15])[C:12]3[C:7](=[CH:8][CH:9]=[C:10]([C:16]([OH:18])=[O:17])[CH:11]=3)[NH:6][C:5]=2[N:4]([C:20]2[CH:25]=[CH:24][CH:23]=[CH:22][N:21]=2)[N:3]=1. The catalyst class is: 8. (5) Reactant: C(O[C:6]([N:8]1[CH2:13][CH2:12][CH:11]([O:14][CH:15]([C:22]([O:24][CH2:25][CH3:26])=[O:23])[C:16]2[CH:21]=[CH:20][CH:19]=[CH:18][CH:17]=2)[CH2:10][CH2:9]1)=O)(C)(C)C.FC(F)(F)C(O)=O. Product: [CH2:25]([O:24][C:22](=[O:23])[CH:15]([O:14][CH:11]1[CH2:12][CH2:13][N:8]([CH3:6])[CH2:9][CH2:10]1)[C:16]1[CH:21]=[CH:20][CH:19]=[CH:18][CH:17]=1)[CH3:26]. The catalyst class is: 4. (6) Product: [ClH:30].[NH2:7][CH2:8][CH2:9][O:10][C:11]1[CH:16]=[C:15]([C:17]2[CH:18]=[C:19]3[C:24](=[CH:25][CH:26]=2)[N:23]([CH3:27])[C:22](=[O:28])[CH2:21][CH2:20]3)[CH:14]=[N:13][CH:12]=1. The catalyst class is: 5. Reactant: C(OC(=O)[NH:7][CH2:8][CH2:9][O:10][C:11]1[CH:12]=[N:13][CH:14]=[C:15]([C:17]2[CH:18]=[C:19]3[C:24](=[CH:25][CH:26]=2)[N:23]([CH3:27])[C:22](=[O:28])[CH2:21][CH2:20]3)[CH:16]=1)(C)(C)C.[ClH:30].O1CCOCC1. (7) Reactant: [OH-].[Na+].[CH3:3][O:4][C:5]1[C:14]([N+:15]([O-:17])=[O:16])=[CH:13][C:8]([C:9]([O:11]C)=[O:10])=[CH:7][N:6]=1. Product: [CH3:3][O:4][C:5]1[C:14]([N+:15]([O-:17])=[O:16])=[CH:13][C:8]([C:9]([OH:11])=[O:10])=[CH:7][N:6]=1. The catalyst class is: 5.